Task: Predict the reaction yield, written as a fraction of the theoretical maximum amount of product (1.0 means a 100% yield; for example, 0.34 means a 34% yield).. Dataset: Reaction yield outcomes from USPTO patents with 853,638 reactions The reactants are Cl.[NH:2]1[CH2:7][CH2:6][C:5](=[CH:8][C:9]2[CH:10]=[C:11]([CH:23]=[CH:24][CH:25]=2)[O:12][C:13]2[CH:18]=[CH:17][C:16]([C:19]([F:22])([F:21])[F:20])=[CH:15][N:14]=2)[CH2:4][CH2:3]1.[C:26]1([C:32]2[N:33]=[CH:34][C:35]([NH:38][C:39](=O)[O:40]C3C=CC=CC=3)=[N:36][CH:37]=2)[CH:31]=[CH:30][CH:29]=[CH:28][CH:27]=1.C(N(C(C)C)CC)(C)C. The catalyst is CS(C)=O. The product is [C:26]1([C:32]2[N:33]=[CH:34][C:35]([NH:38][C:39]([N:2]3[CH2:7][CH2:6][C:5](=[CH:8][C:9]4[CH:25]=[CH:24][CH:23]=[C:11]([O:12][C:13]5[CH:18]=[CH:17][C:16]([C:19]([F:22])([F:20])[F:21])=[CH:15][N:14]=5)[CH:10]=4)[CH2:4][CH2:3]3)=[O:40])=[N:36][CH:37]=2)[CH:27]=[CH:28][CH:29]=[CH:30][CH:31]=1. The yield is 0.370.